Predict which catalyst facilitates the given reaction. From a dataset of Catalyst prediction with 721,799 reactions and 888 catalyst types from USPTO. (1) The catalyst class is: 58. Product: [NH2:23][C@H:24]1[CH2:29][CH2:28][C@H:27]([NH:30][C:5]2[CH:4]=[C:3]([C:9]3[CH:14]=[CH:13][CH:12]=[C:11]([NH:15][CH2:16][CH:17]4[CH2:22][CH2:21][O:20][CH2:19][CH2:18]4)[N:10]=3)[C:2]([Cl:1])=[CH:7][N:6]=2)[CH2:26][CH2:25]1. Reactant: [Cl:1][C:2]1[C:3]([C:9]2[CH:14]=[CH:13][CH:12]=[C:11]([NH:15][CH2:16][CH:17]3[CH2:22][CH2:21][O:20][CH2:19][CH2:18]3)[N:10]=2)=[CH:4][C:5](F)=[N:6][CH:7]=1.[NH2:23][C@H:24]1[CH2:29][CH2:28][C@H:27]([NH2:30])[CH2:26][CH2:25]1. (2) Reactant: [F:1][C:2]1[CH:10]=[CH:9][C:5]([C:6](Cl)=[O:7])=[CH:4][CH:3]=1.C[Si](C)(C)[C:13]1[S:14][CH:15]=[CH:16][N:17]=1. Product: [F:1][C:2]1[CH:10]=[CH:9][C:5]([C:6]([C:13]2[S:14][CH:15]=[CH:16][N:17]=2)=[O:7])=[CH:4][CH:3]=1. The catalyst class is: 4. (3) Reactant: Cl[C:2]1[N:7]=[CH:6][N:5]=[C:4]([O:8][C:9]2[C:14]3[N:15]=[C:16]([NH2:18])[S:17][C:13]=3[CH:12]=[CH:11][CH:10]=2)[CH:3]=1.C([O-])([O-])=O.[K+].[K+].Cl.[F:26][C:27]([F:35])([F:34])[CH:28]1[CH2:33][CH2:32][NH:31][CH2:30][CH2:29]1.O. Product: [F:26][C:27]([F:35])([F:34])[CH:28]1[CH2:33][CH2:32][N:31]([C:2]2[N:7]=[CH:6][N:5]=[C:4]([O:8][C:9]3[C:14]4[N:15]=[C:16]([NH2:18])[S:17][C:13]=4[CH:12]=[CH:11][CH:10]=3)[CH:3]=2)[CH2:30][CH2:29]1. The catalyst class is: 3. (4) Reactant: [CH3:1][O:2][C:3]([C:5]1[S:9][C:8]2[CH:10]=[C:11]([NH2:14])[CH:12]=[CH:13][C:7]=2[C:6]=1[O:15][CH2:16][C:17]([O:19][CH3:20])=[O:18])=[O:4].[C:21](Cl)(=[O:28])[C:22]1[CH:27]=[CH:26][CH:25]=[CH:24][CH:23]=1.C(N(CC)CC)C. Product: [CH3:1][O:2][C:3]([C:5]1[S:9][C:8]2[CH:10]=[C:11]([NH:14][C:21](=[O:28])[C:22]3[CH:27]=[CH:26][CH:25]=[CH:24][CH:23]=3)[CH:12]=[CH:13][C:7]=2[C:6]=1[O:15][CH2:16][C:17]([O:19][CH3:20])=[O:18])=[O:4]. The catalyst class is: 119. (5) Reactant: Cl.[NH2:2][CH2:3][C@@H:4]1[O:8][C:7](=[O:9])[N:6]([C:10]2[CH:11]=[C:12]3[C:16](=[CH:17][CH:18]=2)[N:15]([CH:19]=[O:20])[CH:14]([C:21]([CH3:24])([CH3:23])[CH3:22])[CH2:13]3)[CH2:5]1.C(N(CC)CC)C.[C:32](SCC)(=[S:34])[CH3:33]. Product: [CH3:22][C:21]([CH:14]1[CH2:13][C:12]2[C:16](=[CH:17][CH:18]=[C:10]([N:6]3[CH2:5][C@H:4]([CH2:3][NH:2][C:32](=[S:34])[CH3:33])[O:8][C:7]3=[O:9])[CH:11]=2)[N:15]1[CH:19]=[O:20])([CH3:24])[CH3:23]. The catalyst class is: 5.